Dataset: Experimentally validated miRNA-target interactions with 360,000+ pairs, plus equal number of negative samples. Task: Binary Classification. Given a miRNA mature sequence and a target amino acid sequence, predict their likelihood of interaction. (1) The miRNA is mmu-miR-5104 with sequence CUGUGCUAGUGAGGUGGCUCAGCA. The protein sequence of the target gene is MSETLSRLLIITAGTLYPAYRSYKAVRTKDTREYVKWMMYWIVFAIYSFLENLLDLVLAFWFPFYFQLKIVFIFWLLSPWTKGASILYRKWVHPTLNRHEKDIDALLESAKSESYNQLMRIGSKSLVYAKDVVAEAAVRGQQQLVNQLQRSYSANDVGSEREALTKNINIVKIEELDENSDTDLQKSPRPRRRASSRSRSRSRTIDSGADSEFTTAATIPRRSARKPIH. Result: 0 (no interaction). (2) The miRNA is mmu-miR-3071-5p with sequence ACUCAUUUGAGACGAUGAUGGA. Result: 0 (no interaction). The protein sequence of the target gene is MPEGEGGDCGEVPALVPDGEPLREEQRPLKQSLGGSLCRESHWKCLLLTLLIHACGAVVAWCRLATVPRLVLGPEAALARGAGGPPPTYPASPCSDGYLYIPLAFVSLLYLLYLAECWHCHVRSCQAPRTDANTVLALIHRLQQAPPCVWWKATSYHYVRRTRQITRYRNGDAYTTTQVYHERADSRTARGEFDYSAHGVRDVSKELVGLADHAATRLRFTKCFSFGSAEAEASYLTQRARFFSANEGLDDYLEAREGMHLKDVDFRESLMVFADPRSPPWYARAWVFWLVSAATLSWPL.... (3) The miRNA is hsa-miR-6771-5p with sequence CUCGGGAGGGCAUGGGCCAGGC. The protein sequence of the target gene is MADKQISLPAKLINGGIAGLIGVTCVFPIDLAKTRLQNQQNGQRMYASMSDCLIKTIRSEGYFGMYRGAAVNLTLVTPEKAIKLAANDFFRHQLSKDGQKLTLPKEMLAGCGAGTCQVIVTTPMEMLKIQLQDAGRIAAQRKILAAQAQLSAQGGAQPSVEAPAPPRPTATQLTRDLLRNHGIAGLYKGLGATLLRDVPFSIVYFPLFANLNQLGRPSSEEKSPFYVSFLAGCVAGSAAAVAVNPCDVVKTRLQSLERGVNEDTYSGFLDCARKIWRHEGPSAFLKGAYCRALVIAPLFG.... Result: 0 (no interaction). (4) The miRNA is hsa-miR-6745 with sequence UGGGUGGAAGAAGGUCUGGUU. The protein sequence of the target gene is MPYVDRQNRICGFLDIEENENSGKFLRRYFILDTREDSFVWYMDNPQNLPSGSSRVGAIKLTYISKVSDATKLRPKAEFCFVMNAGMRKYFLQANDQQDLVEWVNVLNKAIKITVPKQSDSQPNSDNLSRHGECGKKQVSYRTDIVGGVPIITPTQKEEVNECGESIDRNNLKRSQSHLPYFTPKPPQDSAVIKAGYCVKQGAVMKNWKRRYFQLDENTIGYFKSELEKEPLRVIPLKEVHKVQECKQSDIMMRDNLFEIVTTSRTFYVQADSPEEMHSWIKAVSGAIVAQRGPGRSASS.... Result: 1 (interaction). (5) The miRNA is hsa-miR-3910 with sequence AAAGGCAUAAAACCAAGACA. The protein sequence of the target gene is MAPLDLDKYVEIARQCKYLPENDLKRLCDYVCDLLLEESNVQPVSTPVTVCGDIHGQFYDLCELFRTGGQVPDTNYIFMGDFVDRGYYSLETFTYLLALKAKWPDRITLLRGNHESRQITQVYGFYDECQTKYGNANAWRYCTKVFDMLTVAALIDEQILCVHGGLSPDIKTLDQIRTIERNQEIPHKGAFCDLVWSDPEDVDTWAISPRGAGWLFGAKVTNEFVHINNLKLICRAHQLVHEGYKFMFDEKLVTVWSAPNYCYRCGNIASIMVFKDVNTREPKLFRAVPDSERVIPPRTT.... Result: 0 (no interaction). (6) The miRNA is hsa-miR-519d-3p with sequence CAAAGUGCCUCCCUUUAGAGUG. The protein sequence of the target gene is MTSMASLFSFTSPAVKRLLGWKQGDEEEKWAEKAVDALVKKLKKKKGAMEELEKALSSPGQPSKCVTIPRSLDGRLQVSHRKGLPHVIYCRVWRWPDLQSHHELKPLDICEFPFGSKQKEVCINPYHYKRVESPVLPPVLVPRHNEFNPQHSLLVQFRNLSHNEPHMPQNATFPDSFHQPNNTPFPLSPNSPYPPSPASSTYPNSPASSGPGSPFQLPADTPPPAYMPPDDQMGQDNSQPMDTSNNMIPQIMPSISSRDVQPVAYEEPKHWCSIVYYELNNRVGEAFHASSTSVLVDGFT.... Result: 1 (interaction).